From a dataset of Full USPTO retrosynthesis dataset with 1.9M reactions from patents (1976-2016). Predict the reactants needed to synthesize the given product. (1) Given the product [CH3:1][N:2]([CH2:3][CH2:4][OH:5])[CH2:9][CH2:8][O:7][CH3:6], predict the reactants needed to synthesize it. The reactants are: [CH3:1][NH:2][CH2:3][CH2:4][OH:5].[CH3:6][O:7][CH2:8][CH2:9]Br. (2) Given the product [OH:25][N:24]=[C:5]1[C:4]2[C:9](=[CH:10][CH:11]=[C:2]([CH3:1])[CH:3]=2)[O:8][C@@H:7]([C:12]2[CH:13]=[C:14]([CH:19]=[CH:20][CH:21]=2)[C:15]([O:17][CH3:18])=[O:16])[CH2:6]1, predict the reactants needed to synthesize it. The reactants are: [CH3:1][C:2]1[CH:3]=[C:4]2[C:9](=[CH:10][CH:11]=1)[O:8][C@@H:7]([C:12]1[CH:13]=[C:14]([CH:19]=[CH:20][CH:21]=1)[C:15]([O:17][CH3:18])=[O:16])[CH2:6][C:5]2=O.Cl.[NH2:24][OH:25].C([O-])(=O)C.[Na+]. (3) Given the product [Br:1][C:2]1[C:6]2[CH:7]=[C:20]([C:19]([O:23][CH2:24][CH3:25])=[O:22])[S:21][C:5]=2[N:4]([CH2:10][C:11]2[CH:16]=[CH:15][C:14]([O:17][CH3:18])=[CH:13][CH:12]=2)[N:3]=1, predict the reactants needed to synthesize it. The reactants are: [Br:1][C:2]1[C:6]([CH:7]=O)=[C:5](Br)[N:4]([CH2:10][C:11]2[CH:16]=[CH:15][C:14]([O:17][CH3:18])=[CH:13][CH:12]=2)[N:3]=1.[C:19]([O:23][CH2:24][CH3:25])(=[O:22])[CH2:20][SH:21].C(=O)([O-])[O-].[Na+].[Na+]. (4) Given the product [CH2:9]([O:16][C:4]1[CH:3]=[C:2]([Br:1])[CH:7]=[CH:6][N:5]=1)[C:10]1[CH:15]=[CH:14][CH:13]=[CH:12][CH:11]=1, predict the reactants needed to synthesize it. The reactants are: [Br:1][C:2]1[CH:7]=[CH:6][N:5]=[C:4](F)[CH:3]=1.[CH2:9]([OH:16])[C:10]1[CH:15]=[CH:14][CH:13]=[CH:12][CH:11]=1.C1OCCOC2C(=CC=CC=2)OCCOCCOC2C(=CC=CC=2)OC1.[OH-].[K+]. (5) Given the product [C:16]1([C:25]2[CH:30]=[CH:29][CH:28]=[CH:27][CH:26]=2)[CH:21]=[CH:20][CH:19]=[C:18]([C:12]2[CH:11]=[N:10][C:9]([C:27]3[CH:26]=[C:25]([C:16]4[CH:21]=[CH:20][CH:19]=[CH:18][CH:17]=4)[CH:30]=[CH:29][CH:28]=3)=[C:8]3[S:15][C:5]([C:3]([OH:2])=[O:4])=[CH:6][C:7]=23)[CH:17]=1, predict the reactants needed to synthesize it. The reactants are: C[O:2][C:3]([C:5]1[S:15][C:8]2=[C:9](Cl)[N:10]=[CH:11][C:12](Br)=[C:7]2[CH:6]=1)=[O:4].[C:16]1([C:25]2[CH:30]=[CH:29][CH:28]=[CH:27][CH:26]=2)[CH:21]=[CH:20][CH:19]=[C:18](B(O)O)[CH:17]=1.C(=O)([O-])[O-].[Na+].[Na+]. (6) Given the product [S:13]1[CH:17]=[CH:16][CH:15]=[C:14]1[C:2]1[CH:3]=[C:4]2[C:9](=[CH:10][CH:11]=1)[C:8](=[O:12])[NH:7][CH2:6][CH2:5]2, predict the reactants needed to synthesize it. The reactants are: Br[C:2]1[CH:3]=[C:4]2[C:9](=[CH:10][CH:11]=1)[C:8](=[O:12])[NH:7][CH2:6][CH2:5]2.[S:13]1[CH:17]=[CH:16][CH:15]=[C:14]1B(O)O. (7) Given the product [Cl:1][C:2]1[CH:7]=[C:6]([F:8])[CH:5]=[CH:4][C:3]=1[N:9]1[CH2:14][CH2:13][N:12]([C:33]([C:32]2[CH:36]=[CH:37][CH:38]=[C:30]([Cl:29])[C:31]=2[F:39])=[O:35])[CH2:11][C:10]1=[O:28], predict the reactants needed to synthesize it. The reactants are: [Cl:1][C:2]1[CH:7]=[C:6]([F:8])[CH:5]=[CH:4][C:3]=1[N:9]1[CH2:14][CH2:13][N:12](C(C2C=CC=C(C(F)(F)F)C=2Cl)=O)[CH2:11][C:10]1=[O:28].[Cl:29][C:30]1[C:31]([F:39])=[C:32]([CH:36]=[CH:37][CH:38]=1)[C:33]([OH:35])=O. (8) Given the product [F:24][C:16]1[CH:15]=[C:14]([C:12]2[CH:11]=[C:10]([C:25]([F:28])([F:27])[F:26])[N:9]=[C:8]([C:4]3[CH:3]=[C:2]([C:33]4[CH:34]=[CH:35][C:30]([NH2:29])=[N:31][CH:32]=4)[CH:7]=[CH:6][CH:5]=3)[N:13]=2)[CH:19]=[CH:18][C:17]=1[C:20]([F:23])([F:22])[F:21], predict the reactants needed to synthesize it. The reactants are: Br[C:2]1[CH:3]=[C:4]([C:8]2[N:13]=[C:12]([C:14]3[CH:19]=[CH:18][C:17]([C:20]([F:23])([F:22])[F:21])=[C:16]([F:24])[CH:15]=3)[CH:11]=[C:10]([C:25]([F:28])([F:27])[F:26])[N:9]=2)[CH:5]=[CH:6][CH:7]=1.[NH2:29][C:30]1[CH:35]=[CH:34][C:33](B2OC(C)(C)C(C)(C)O2)=[CH:32][N:31]=1.